Regression. Given a peptide amino acid sequence and an MHC pseudo amino acid sequence, predict their binding affinity value. This is MHC class II binding data. From a dataset of Peptide-MHC class II binding affinity with 134,281 pairs from IEDB. (1) The peptide sequence is VLVPGCHGSEPCIIHR. The MHC is HLA-DPA10201-DPB10101 with pseudo-sequence HLA-DPA10201-DPB10101. The binding affinity (normalized) is 0.270. (2) The binding affinity (normalized) is 0.681. The MHC is HLA-DQA10501-DQB10301 with pseudo-sequence HLA-DQA10501-DQB10301. The peptide sequence is VATLSEALRIIAGTLEVHAV.